From a dataset of Catalyst prediction with 721,799 reactions and 888 catalyst types from USPTO. Predict which catalyst facilitates the given reaction. (1) Reactant: [OH:1][C:2]1([C:9]2[CH:14]=[CH:13][C:12]([I:15])=[CH:11][CH:10]=2)[CH2:7][CH2:6][C:5](=O)[CH2:4][CH2:3]1.[NH:16]1[CH2:20][CH2:19][C@@H:18]([NH:21][C:22]([CH2:24][NH:25][C:26](=[O:37])[C:27]2[CH:32]=[CH:31][CH:30]=[C:29]([C:33]([F:36])([F:35])[F:34])[CH:28]=2)=[O:23])[CH2:17]1.[BH-](OC(C)=O)(OC(C)=O)OC(C)=O.[Na+]. Product: [OH:1][C:2]1([C:9]2[CH:14]=[CH:13][C:12]([I:15])=[CH:11][CH:10]=2)[CH2:7][CH2:6][CH:5]([N:16]2[CH2:20][CH2:19][C@@H:18]([NH:21][C:22](=[O:23])[CH2:24][NH:25][C:26](=[O:37])[C:27]3[CH:32]=[CH:31][CH:30]=[C:29]([C:33]([F:34])([F:36])[F:35])[CH:28]=3)[CH2:17]2)[CH2:4][CH2:3]1. The catalyst class is: 2. (2) Reactant: [CH3:1][O:2][CH2:3][CH2:4][O:5][CH2:6][CH2:7][O:8][CH2:9][CH2:10][NH2:11].[N:12]([CH2:15][CH2:16][C:17]([O:19][CH2:20][CH3:21])=[O:18])=[C:13]=[O:14]. Product: [CH2:20]([O:19][C:17]([CH2:16][CH2:15][NH:12][C:13]([NH:11][CH2:10][CH2:9][O:8][CH2:7][CH2:6][O:5][CH2:4][CH2:3][O:2][CH3:1])=[O:14])=[O:18])[CH3:21]. The catalyst class is: 1. (3) Reactant: [C:1]([O:5][C:6](=[O:21])[N:7]([CH:9]1[C:18]2[C:13](=[CH:14][C:15]([CH:19]=O)=[CH:16][CH:17]=2)[O:12][CH2:11][CH2:10]1)[CH3:8])([CH3:4])([CH3:3])[CH3:2].[NH:22]1[CH2:27][CH2:26][CH2:25][CH2:24][CH2:23]1.[BH-](OC(C)=O)(OC(C)=O)OC(C)=O.[Na+].CC(O)=O. Product: [C:1]([O:5][C:6](=[O:21])[N:7]([CH3:8])[CH:9]1[C:18]2[C:13](=[CH:14][C:15]([CH2:19][N:22]3[CH2:27][CH2:26][CH2:25][CH2:24][CH2:23]3)=[CH:16][CH:17]=2)[O:12][CH2:11][CH2:10]1)([CH3:4])([CH3:3])[CH3:2]. The catalyst class is: 26. (4) Reactant: [CH2:1]([S:8]([NH:11][C:12]([CH:14]1[CH2:17][N:16]([C:18]2[C:28]([C:29]#[N:30])=[CH:27][C:21]([C:22]([O:24][CH2:25][CH3:26])=[O:23])=[C:20]([CH2:31]Cl)[N:19]=2)[CH2:15]1)=[O:13])(=[O:10])=[O:9])[C:2]1[CH:7]=[CH:6][CH:5]=[CH:4][CH:3]=1.[I-].[Na+].[C:35]([O:39]CC)(=[O:38])[CH2:36][OH:37]. Product: [CH2:1]([S:8]([NH:11][C:12]([CH:14]1[CH2:17][N:16]([C:18]2[C:28]([C:29]#[N:30])=[CH:27][C:21]([C:22]([O:24][CH2:25][CH3:26])=[O:23])=[C:20]([CH2:31][O:39][C:35](=[O:38])[CH2:36][OH:37])[N:19]=2)[CH2:15]1)=[O:13])(=[O:10])=[O:9])[C:2]1[CH:7]=[CH:6][CH:5]=[CH:4][CH:3]=1. The catalyst class is: 14. (5) Reactant: O1CC[O:3][CH:2]1[C:6]1[S:7][C:8]([CH:11]([OH:14])[CH2:12][OH:13])=[CH:9][N:10]=1.O.[C:16]1(C)[CH:21]=CC(S([O-])(=O)=O)=C[CH:17]=1.[NH+]1C=CC=CC=1. Product: [CH3:17][C:16]1([CH3:21])[O:14][CH:11]([C:8]2[S:7][C:6]([CH:2]=[O:3])=[N:10][CH:9]=2)[CH2:12][O:13]1. The catalyst class is: 21. (6) Reactant: [NH2:1][C:2]1[CH:7]=[CH:6][CH:5]=[CH:4][C:3]=1[SH:8].[CH3:9][C:10]1[CH:17]=[C:14]([CH:15]=O)[C:13]([OH:18])=[CH:12][CH:11]=1. Product: [S:8]1[C:3]2[CH:4]=[CH:5][CH:6]=[CH:7][C:2]=2[N:1]=[C:15]1[C:14]1[CH:17]=[C:10]([CH3:9])[CH:11]=[CH:12][C:13]=1[OH:18]. The catalyst class is: 12. (7) Reactant: [O-2].[O-2].[Ti+4:3].[S:4](=[O:8])(=[O:7])([OH:6])[OH:5]. Product: [S:4]([O-:8])([O-:7])(=[O:6])=[O:5].[Ti+4:3].[S:4]([O-:8])([O-:7])(=[O:6])=[O:5]. The catalyst class is: 6.